Task: Predict the product of the given reaction.. Dataset: Forward reaction prediction with 1.9M reactions from USPTO patents (1976-2016) Given the reactants F[C:2]1[CH:3]=[CH:4][C:5]([N+:11]([O-:13])=[O:12])=[C:6]([CH:10]=1)[C:7]([OH:9])=[O:8].CO[NH2:16].[C:17]([O-:21])(C)(C)C.[K+], predict the reaction product. The product is: [NH2:16][C:4]1[C:5]([N+:11]([O-:13])=[O:12])=[C:6]([CH:10]=[C:2]([O:21][CH3:17])[CH:3]=1)[C:7]([OH:9])=[O:8].